From a dataset of Full USPTO retrosynthesis dataset with 1.9M reactions from patents (1976-2016). Predict the reactants needed to synthesize the given product. (1) Given the product [CH3:9][C:3]1[C:2]([B:10]2[O:14][C:13]([CH3:16])([CH3:15])[C:12]([CH3:18])([CH3:17])[O:11]2)=[CH:7][CH:6]=[CH:5][C:4]=1[NH2:8], predict the reactants needed to synthesize it. The reactants are: I[C:2]1[C:3]([CH3:9])=[C:4]([NH2:8])[CH:5]=[CH:6][CH:7]=1.[B:10]1([B:10]2[O:14][C:13]([CH3:16])([CH3:15])[C:12]([CH3:18])([CH3:17])[O:11]2)[O:14][C:13]([CH3:16])([CH3:15])[C:12]([CH3:18])([CH3:17])[O:11]1.C([O-])(=O)C.[K+]. (2) The reactants are: [CH3:1][C:2]1[N:3]=[C:4]2[C:9]([O:10][CH2:11][CH2:12][CH:13]([CH3:15])[CH3:14])=[CH:8][C:7]([CH3:16])=[CH:6][N:5]2[C:17]=1[C:18]([O:20]CC)=[O:19].[OH-].[Li+].Cl. Given the product [CH3:1][C:2]1[N:3]=[C:4]2[C:9]([O:10][CH2:11][CH2:12][CH:13]([CH3:15])[CH3:14])=[CH:8][C:7]([CH3:16])=[CH:6][N:5]2[C:17]=1[C:18]([OH:20])=[O:19], predict the reactants needed to synthesize it. (3) Given the product [OH:8][C:9]1[C:10](=[O:27])[CH:11]=[C:12]([CH2:15][NH:16][S:17]([C:20]2[CH:25]=[CH:24][CH:23]=[CH:22][C:21]=2[CH3:26])(=[O:19])=[O:18])[O:13][CH:14]=1, predict the reactants needed to synthesize it. The reactants are: C([O:8][C:9]1[C:10](=[O:27])[CH:11]=[C:12]([CH2:15][NH:16][S:17]([C:20]2[CH:25]=[CH:24][CH:23]=[CH:22][C:21]=2[CH3:26])(=[O:19])=[O:18])[O:13][CH:14]=1)C1C=CC=CC=1.OC1C(=O)C=C(CNS(C2C=CC=CC=2)(=O)=O)OC=1.